Dataset: Full USPTO retrosynthesis dataset with 1.9M reactions from patents (1976-2016). Task: Predict the reactants needed to synthesize the given product. Given the product [CH:60]1([C:57]2[N:58]=[CH:59][C:54]([C:9]3[CH:10]=[C:11]4[C:16](=[CH:17][CH:18]=3)[CH2:15][N:14]([C:19]([O:21][C:22]([CH3:23])([CH3:24])[CH3:25])=[O:20])[CH2:13][CH2:12]4)=[CH:55][N:56]=2)[CH2:62][CH2:61]1, predict the reactants needed to synthesize it. The reactants are: CC1(C)C(C)(C)OB([C:9]2[CH:10]=[C:11]3[C:16](=[CH:17][CH:18]=2)[CH2:15][N:14]([C:19]([O:21][C:22]([CH3:25])([CH3:24])[CH3:23])=[O:20])[CH2:13][CH2:12]3)O1.CC1(C)C(C)(C)OB(C2C=CC=C3C=2CN(C(OC(C)(C)C)=O)CC3)O1.Br[C:54]1[CH:55]=[N:56][C:57]([CH:60]2[CH2:62][CH2:61]2)=[N:58][CH:59]=1.C(=O)([O-])[O-].[Na+].[Na+].